Dataset: Reaction yield outcomes from USPTO patents with 853,638 reactions. Task: Predict the reaction yield, written as a fraction of the theoretical maximum amount of product (1.0 means a 100% yield; for example, 0.34 means a 34% yield). (1) The reactants are C(N(CC)C(C)C)(C)C.[C:10]([O:14][C:15](=[O:42])[N:16]([CH:18]1[CH2:23][CH2:22][CH:21]([NH:24][CH2:25][C:26]2[CH:27]=[C:28]([C:34]3[CH:39]=[CH:38][C:37]([C:40]#[N:41])=[CH:36][CH:35]=3)[C:29]([O:32][CH3:33])=[CH:30][CH:31]=2)[CH2:20][CH2:19]1)[CH3:17])([CH3:13])([CH3:12])[CH3:11].[Cl:43][C:44]1[C:45]2[CH:55]=[CH:54][CH:53]=[CH:52][C:46]=2[S:47][C:48]=1[C:49](Cl)=[O:50]. The catalyst is ClCCl. The product is [C:10]([O:14][C:15](=[O:42])[N:16]([CH:18]1[CH2:23][CH2:22][CH:21]([N:24]([C:49]([C:48]2[S:47][C:46]3[CH:52]=[CH:53][CH:54]=[CH:55][C:45]=3[C:44]=2[Cl:43])=[O:50])[CH2:25][C:26]2[CH:27]=[C:28]([C:34]3[CH:39]=[CH:38][C:37]([C:40]#[N:41])=[CH:36][CH:35]=3)[C:29]([O:32][CH3:33])=[CH:30][CH:31]=2)[CH2:20][CH2:19]1)[CH3:17])([CH3:13])([CH3:11])[CH3:12]. The yield is 0.930. (2) The reactants are [C:1]([C:5]1[CH:10]=[C:9]([Br:11])[C:8]([N+:12]([O-])=O)=[CH:7][C:6]=1[OH:15])([CH3:4])([CH3:3])[CH3:2]. The catalyst is CO.[Ni]. The product is [C:1]([C:5]1[CH:10]=[C:9]([Br:11])[C:8]([NH2:12])=[CH:7][C:6]=1[OH:15])([CH3:4])([CH3:2])[CH3:3]. The yield is 0.700. (3) The reactants are FC(F)(F)C(O)=O.[NH2:8][CH:9]([CH2:22][C:23]1[CH:28]=[CH:27][CH:26]=[CH:25][CH:24]=1)[C@H:10]([OH:21])[C:11]([NH:13][CH2:14][C:15]1[CH:20]=[CH:19][CH:18]=[CH:17][CH:16]=1)=[O:12].C(N(CC)C(C)C)(C)C.[CH2:38]([O:45][C:46]([NH:48][C@@H:49]([CH3:65])[C:50]([NH:52][C@@H:53]([CH2:57][C:58]1[CH:63]=[CH:62][C:61]([Cl:64])=[CH:60][CH:59]=1)[C:54](O)=[O:55])=[O:51])=[O:47])[C:39]1[CH:44]=[CH:43][CH:42]=[CH:41][CH:40]=1.CN(C(ON1N=NC2C=CC=NC1=2)=[N+](C)C)C.F[P-](F)(F)(F)(F)F. The catalyst is CN(C=O)C. The product is [CH2:38]([O:45][C:46](=[O:47])[NH:48][C@H:49]([C:50](=[O:51])[NH:52][C@H:53]([C:54](=[O:55])[NH:8][C@@H:9]([CH2:22][C:23]1[CH:28]=[CH:27][CH:26]=[CH:25][CH:24]=1)[CH:10]([C:11](=[O:12])[NH:13][CH2:14][C:15]1[CH:20]=[CH:19][CH:18]=[CH:17][CH:16]=1)[OH:21])[CH2:57][C:58]1[CH:63]=[CH:62][C:61]([Cl:64])=[CH:60][CH:59]=1)[CH3:65])[C:39]1[CH:44]=[CH:43][CH:42]=[CH:41][CH:40]=1. The yield is 0.740. (4) The reactants are [Br:1][C:2]1[CH:9]=[CH:8][C:5]([C:6]#[N:7])=[C:4]([F:10])[CH:3]=1.[C:11]([Cl:14])(=[O:13])[CH3:12]. No catalyst specified. The product is [ClH:14].[CH2:11]([O:13][C:6](=[NH:7])[C:5]1[CH:8]=[CH:9][C:2]([Br:1])=[CH:3][C:4]=1[F:10])[CH3:12]. The yield is 0.570. (5) The yield is 0.360. The catalyst is CN(C)C=O. The product is [NH2:32][C:29]1[N:30]=[CH:31][C:26]([C:8]2[N:7]=[C:6]3[C:11]([N:12]=[C:13]([N:14]4[CH2:19][CH2:18][N:17]([C:58](=[O:59])[CH2:57][C@H:56]([OH:55])[CH3:61])[CH2:16][CH2:15]4)[N:5]3[CH2:1][CH:2]([CH3:4])[CH3:3])=[C:10]([N:20]3[CH2:25][CH2:24][O:23][CH2:22][CH2:21]3)[N:9]=2)=[CH:27][N:28]=1. The reactants are [CH2:1]([N:5]1[C:13]([N:14]2[CH2:19][CH2:18][NH:17][CH2:16][CH2:15]2)=[N:12][C:11]2[C:6]1=[N:7][C:8]([C:26]1[CH:27]=[N:28][C:29]([NH2:32])=[N:30][CH:31]=1)=[N:9][C:10]=2[N:20]1[CH2:25][CH2:24][O:23][CH2:22][CH2:21]1)[CH:2]([CH3:4])[CH3:3].Cl.C(N=C=NCCCN(C)C)C.ON1C2C=CC=CC=2N=N1.[OH:55][C@H:56]([CH3:61])[CH2:57][C:58](O)=[O:59]. (6) The reactants are [CH3:1][C:2]1[CH:3]=[N:4][CH:5]=[C:6]([CH:16]=1)[C:7]([NH:9][CH:10]1[CH2:15][CH2:14][NH:13][CH2:12][CH2:11]1)=[O:8].[CH2:17]([O:19][C:20]1[CH:21]=[C:22]([CH:25]=[CH:26][C:27]=1[O:28][CH2:29]C)[CH:23]=O)[CH3:18]. No catalyst specified. The product is [CH2:17]([O:19][C:20]1[CH:21]=[C:22]([CH:25]=[CH:26][C:27]=1[O:28][CH3:29])[CH2:23][N:13]1[CH2:12][CH2:11][CH:10]([NH:9][C:7](=[O:8])[C:6]2[CH:16]=[C:2]([CH3:1])[CH:3]=[N:4][CH:5]=2)[CH2:15][CH2:14]1)[CH3:18]. The yield is 0.260. (7) The reactants are I[C:2]1[C:3](=[O:10])[CH2:4][CH2:5][C:6]([CH3:9])([CH3:8])[CH:7]=1.[CH3:11][O:12][C:13]1[CH:14]=[C:15](B(O)O)[CH:16]=[CH:17][CH:18]=1. The catalyst is O1CCCC1.O.[Ag]=O.C1C=CC(C#N)=CC=1.C1C=CC(C#N)=CC=1.Cl[Pd]Cl.C1([As](C2C=CC=CC=2)C2C=CC=CC=2)C=CC=CC=1. The product is [CH3:11][O:12][C:13]1[CH:18]=[C:17]([C:2]2[C:3](=[O:10])[CH2:4][CH2:5][C:6]([CH3:9])([CH3:8])[CH:7]=2)[CH:16]=[CH:15][CH:14]=1. The yield is 0.990.